From a dataset of Reaction yield outcomes from USPTO patents with 853,638 reactions. Predict the reaction yield, written as a fraction of the theoretical maximum amount of product (1.0 means a 100% yield; for example, 0.34 means a 34% yield). The reactants are CN(C=O)C.Br[C:7]1[C:12]([O:13][CH2:14][CH2:15][CH:16]=[CH2:17])=[CH:11][CH:10]=[CH:9][N:8]=1.C1(P(C2C=CC=CC=2)C2C=CC=CC=2)C=CC=CC=1.C([O-])(=O)C.[K+]. The catalyst is O.[Cl-].C([N+](CC)(CC)CC)C.CCOC(C)=O.[Cl-].[Na+].O.O.C([O-])(=O)C.[Pd+2].C([O-])(=O)C. The product is [CH2:17]=[C:16]1[C:7]2=[N:8][CH:9]=[CH:10][CH:11]=[C:12]2[O:13][CH2:14][CH2:15]1. The yield is 0.670.